From a dataset of Full USPTO retrosynthesis dataset with 1.9M reactions from patents (1976-2016). Predict the reactants needed to synthesize the given product. (1) Given the product [CH:19]1([C:15]2[C:14]([C:25]([F:28])([F:27])[F:26])=[C:13]([C:11]([O:10][CH2:8][CH3:9])=[O:12])[N:17]([CH3:18])[N:16]=2)[CH2:21][CH2:20]1, predict the reactants needed to synthesize it. The reactants are: [F-].[K+].CN(C)C=O.[CH2:8]([O:10][C:11]([C:13]1[N:17]([CH3:18])[N:16]=[C:15]([CH:19]2[CH2:21][CH2:20]2)[C:14]=1I)=[O:12])[CH3:9].C[Si](C)(C)[C:25]([F:28])([F:27])[F:26]. (2) Given the product [Cl:16][C:17]1[CH:24]=[CH:23][C:20]([CH2:21][CH2:22][N:6]2[C:7]3[CH:8]=[CH:9][C:10]([CH3:13])=[CH:11][C:12]=3[C:4]3[CH2:3][N:2]([CH3:1])[CH2:15][CH2:14][C:5]2=3)=[CH:19][CH:18]=1, predict the reactants needed to synthesize it. The reactants are: [CH3:1][N:2]1[CH2:15][CH2:14][C:5]2[NH:6][C:7]3[CH:8]=[CH:9][C:10]([CH3:13])=[CH:11][C:12]=3[C:4]=2[CH2:3]1.[Cl:16][C:17]1[CH:24]=[CH:23][C:20]([CH:21]=[CH2:22])=[CH:19][CH:18]=1.[H-].[Na+].